Dataset: Catalyst prediction with 721,799 reactions and 888 catalyst types from USPTO. Task: Predict which catalyst facilitates the given reaction. (1) Reactant: [CH3:1][C:2]1[N:6]2[C:7]3[CH:13]=[C:12]([CH3:14])[N:11]([CH2:15][C:16]4[CH:17]=[C:18]([CH2:22]O)[CH:19]=[CH:20][CH:21]=4)[C:8]=3[CH:9]=[CH:10][C:5]2=[N:4][N:3]=1.[CH:24]([N:27]([CH:30]([CH3:32])C)CC)([CH3:26])C.CS(OS(C)(=O)=O)(=O)=O.S([O-])(=O)(=O)C.N1CCCC1. Product: [CH3:1][C:2]1[N:6]2[C:7]3[CH:13]=[C:12]([CH3:14])[N:11]([CH2:15][C:16]4[CH:21]=[CH:20][CH:19]=[C:18]([CH2:22][N:27]5[CH2:24][CH2:26][CH2:32][CH2:30]5)[CH:17]=4)[C:8]=3[CH:9]=[CH:10][C:5]2=[N:4][N:3]=1. The catalyst class is: 2. (2) Reactant: [CH2:1]([N:8]1[C:20]2[CH:19]=[C:18](C(OC)=O)[CH:17]=[CH:16][C:15]=2[C:14]2[C:9]1=[CH:10][C:11]([C:27]1[C:28]([CH3:33])=[N:29][O:30][C:31]=1[CH3:32])=[CH:12][C:13]=2[C:25]#[N:26])[C:2]1[CH:7]=[CH:6][CH:5]=[CH:4][CH:3]=1.[CH3:34][Li].C([O:38][CH2:39][CH3:40])C. Product: [CH2:1]([N:8]1[C:9]2[CH:10]=[C:11]([C:27]3[C:28]([CH3:33])=[N:29][O:30][C:31]=3[CH3:32])[CH:12]=[C:13]([C:25]#[N:26])[C:14]=2[C:15]2[C:20]1=[CH:19][C:18]([C:39]([OH:38])([CH3:40])[CH3:34])=[CH:17][CH:16]=2)[C:2]1[CH:3]=[CH:4][CH:5]=[CH:6][CH:7]=1. The catalyst class is: 7. (3) Reactant: [F:1][C:2]([F:7])([F:6])[C:3]([O-:5])=[O:4].C([O:15][C:16]1[C:17](=[O:41])[CH2:18][CH:19]=[N+:20]2[CH:25]([CH2:26][C:27]([N:29]([CH3:31])[CH3:30])=[O:28])[CH2:24][N:23]([CH2:32][C:33]3[CH:38]=[CH:37][C:36]([F:39])=[CH:35][CH:34]=3)[C:22](=[O:40])[C:21]=12)C1C=CC=CC=1. Product: [F:1][C:2]([F:7])([F:6])[C:3]([O-:5])=[O:4].[CH3:31][N:29]([CH3:30])[C:27](=[O:28])[CH2:26][CH:25]1[N+:20]2=[CH:19][CH2:18][C:17](=[O:41])[C:16]([OH:15])=[C:21]2[C:22](=[O:40])[N:23]([CH2:32][C:33]2[CH:34]=[CH:35][C:36]([F:39])=[CH:37][CH:38]=2)[CH2:24]1. The catalyst class is: 19. (4) Reactant: [F:1][C:2]([F:20])([F:19])[C:3]1[C:7]2[CH2:8][N:9]([C:12]([O:14][C:15]([CH3:18])([CH3:17])[CH3:16])=[O:13])[CH2:10][CH2:11][C:6]=2[NH:5][N:4]=1.Cl[CH2:22][C:23]([NH:25][C:26]1[S:27][C:28]2[CH2:37][CH2:36][CH2:35][CH2:34][C:29]=2[C:30]=1[C:31]([NH2:33])=[O:32])=[O:24].C(=O)([O-])[O-].[K+].[K+].CN(C=O)C. The catalyst class is: 6. Product: [C:31]([C:30]1[C:29]2[CH2:34][CH2:35][CH2:36][CH2:37][C:28]=2[S:27][C:26]=1[NH:25][C:23](=[O:24])[CH2:22][N:5]1[C:6]2[CH2:11][CH2:10][N:9]([C:12]([O:14][C:15]([CH3:16])([CH3:17])[CH3:18])=[O:13])[CH2:8][C:7]=2[C:3]([C:2]([F:1])([F:19])[F:20])=[N:4]1)(=[O:32])[NH2:33]. (5) Reactant: Br[C:2]1[N:7]2[CH:8]=[C:9]([CH2:11][CH2:12][C:13]3[CH:22]=[CH:21][C:20]4[C:15](=[CH:16][CH:17]=[CH:18][CH:19]=4)[N:14]=3)[N:10]=[C:6]2[C:5]([N:23]2[CH2:28][CH2:27][O:26][CH2:25][CH2:24]2)=[N:4][CH:3]=1.CC1(C)C(C)(C)OB([C:37]2[CH:42]=[CH:41][C:40]([N:43]3[C:47](=[O:48])[N:46]([CH2:49][O:50][CH2:51][CH2:52][Si:53]([CH3:56])([CH3:55])[CH3:54])[N:45]=[CH:44]3)=[CH:39][CH:38]=2)O1.C([O-])([O-])=O.[Na+].[Na+]. Product: [O:26]1[CH2:27][CH2:28][N:23]([C:5]2[C:6]3[N:7]([CH:8]=[C:9]([CH2:11][CH2:12][C:13]4[CH:22]=[CH:21][C:20]5[C:15](=[CH:16][CH:17]=[CH:18][CH:19]=5)[N:14]=4)[N:10]=3)[C:2]([C:37]3[CH:38]=[CH:39][C:40]([N:43]4[C:47](=[O:48])[N:46]([CH2:49][O:50][CH2:51][CH2:52][Si:53]([CH3:56])([CH3:55])[CH3:54])[N:45]=[CH:44]4)=[CH:41][CH:42]=3)=[CH:3][N:4]=2)[CH2:24][CH2:25]1. The catalyst class is: 462.